From a dataset of NCI-60 drug combinations with 297,098 pairs across 59 cell lines. Regression. Given two drug SMILES strings and cell line genomic features, predict the synergy score measuring deviation from expected non-interaction effect. (1) Drug 1: CC1=C2C(C(=O)C3(C(CC4C(C3C(C(C2(C)C)(CC1OC(=O)C(C(C5=CC=CC=C5)NC(=O)OC(C)(C)C)O)O)OC(=O)C6=CC=CC=C6)(CO4)OC(=O)C)OC)C)OC. Drug 2: CCC1(CC2CC(C3=C(CCN(C2)C1)C4=CC=CC=C4N3)(C5=C(C=C6C(=C5)C78CCN9C7C(C=CC9)(C(C(C8N6C)(C(=O)OC)O)OC(=O)C)CC)OC)C(=O)OC)O.OS(=O)(=O)O. Cell line: SNB-19. Synergy scores: CSS=56.7, Synergy_ZIP=1.11, Synergy_Bliss=-0.227, Synergy_Loewe=2.28, Synergy_HSA=4.94. (2) Drug 1: CS(=O)(=O)C1=CC(=C(C=C1)C(=O)NC2=CC(=C(C=C2)Cl)C3=CC=CC=N3)Cl. Drug 2: CCC1(C2=C(COC1=O)C(=O)N3CC4=CC5=C(C=CC(=C5CN(C)C)O)N=C4C3=C2)O.Cl. Cell line: SK-MEL-28. Synergy scores: CSS=2.75, Synergy_ZIP=1.93, Synergy_Bliss=4.98, Synergy_Loewe=-6.73, Synergy_HSA=-2.00. (3) Drug 1: CC1=CC2C(CCC3(C2CCC3(C(=O)C)OC(=O)C)C)C4(C1=CC(=O)CC4)C. Drug 2: CC1C(C(CC(O1)OC2CC(CC3=C2C(=C4C(=C3O)C(=O)C5=CC=CC=C5C4=O)O)(C(=O)C)O)N)O. Cell line: HT29. Synergy scores: CSS=38.6, Synergy_ZIP=6.66, Synergy_Bliss=8.29, Synergy_Loewe=-21.7, Synergy_HSA=6.52.